From a dataset of CYP1A2 inhibition data for predicting drug metabolism from PubChem BioAssay. Regression/Classification. Given a drug SMILES string, predict its absorption, distribution, metabolism, or excretion properties. Task type varies by dataset: regression for continuous measurements (e.g., permeability, clearance, half-life) or binary classification for categorical outcomes (e.g., BBB penetration, CYP inhibition). Dataset: cyp1a2_veith. The drug is CNc1ccnc(-c2c(C)noc2C)n1. The result is 1 (inhibitor).